Dataset: Full USPTO retrosynthesis dataset with 1.9M reactions from patents (1976-2016). Task: Predict the reactants needed to synthesize the given product. (1) The reactants are: [OH:1][C:2]1[CH:3]=[C:4]2[C:8](=[CH:9][CH:10]=1)[N:7](CC(F)(F)F)[C:6]([C:16]([N:18]1[CH2:23][CH2:22][O:21][CH2:20][CH2:19]1)=[O:17])=[CH:5]2.[Cl:24][CH2:25][CH2:26][CH2:27]OC1C=C2C(=CC=1)NC(C(O)=O)=C2.N1CCOCC1. Given the product [Cl:24][CH2:25][CH2:26][CH2:27][O:1][C:2]1[CH:3]=[C:4]2[C:8](=[CH:9][CH:10]=1)[NH:7][C:6]([C:16]([N:18]1[CH2:19][CH2:20][O:21][CH2:22][CH2:23]1)=[O:17])=[CH:5]2, predict the reactants needed to synthesize it. (2) Given the product [C:1]([O:6][CH2:7][CH2:19][O:18][CH2:17][CH2:16][O:15][CH2:14][CH2:13][O:12][CH2:11][CH2:10][O:9][CH3:8])(=[O:5])[C:2]([CH3:4])=[CH2:3], predict the reactants needed to synthesize it. The reactants are: [C:1]([O:6][CH3:7])(=[O:5])[C:2]([CH3:4])=[CH2:3].[CH3:8][O:9][CH2:10][CH2:11][O:12][CH2:13][CH2:14][O:15][CH2:16][CH2:17][O:18][CH2:19]CO. (3) Given the product [CH3:40][O:39][C:37](=[O:38])[CH2:22][O:21][C:12]1[CH:13]=[C:14]2[CH2:20][CH2:19][CH2:18][CH2:17][C:15]2=[C:16]2[C:11]=1[CH:10]=[C:9]([CH2:23][CH3:24])[N:8]2[CH2:1][C:2]1[CH:3]=[CH:4][CH:5]=[CH:6][CH:7]=1, predict the reactants needed to synthesize it. The reactants are: [CH2:1]([N:8]1[C:16]2[C:11](=[C:12]([O:21][CH3:22])[CH:13]=[C:14]3[CH2:20][CH2:19][CH2:18][CH2:17][C:15]3=2)[CH:10]=[C:9]1[CH2:23][CH3:24])[C:2]1[CH:7]=[CH:6][CH:5]=[CH:4][CH:3]=1.B(Br)(Br)Br.C(=O)([O-])[O-].[Cs+].[Cs+].BrC[C:37]([O:39][CH3:40])=[O:38].